From a dataset of NCI-60 drug combinations with 297,098 pairs across 59 cell lines. Regression. Given two drug SMILES strings and cell line genomic features, predict the synergy score measuring deviation from expected non-interaction effect. Drug 1: CC1=C(C=C(C=C1)NC2=NC=CC(=N2)N(C)C3=CC4=NN(C(=C4C=C3)C)C)S(=O)(=O)N.Cl. Drug 2: C1=CN(C(=O)N=C1N)C2C(C(C(O2)CO)O)O.Cl. Cell line: DU-145. Synergy scores: CSS=30.1, Synergy_ZIP=-1.77, Synergy_Bliss=2.91, Synergy_Loewe=-53.8, Synergy_HSA=1.69.